Dataset: Catalyst prediction with 721,799 reactions and 888 catalyst types from USPTO. Task: Predict which catalyst facilitates the given reaction. (1) The catalyst class is: 14. Product: [F:25][C:22]1[CH:21]=[CH:20][C:19]([C@@H:16]([N:15]2[C:3]3=[N:4][C:5]([NH:8][C:9]4[CH:13]=[C:12]([CH3:14])[NH:11][N:10]=4)=[CH:6][CH:7]=[C:2]3[N:1]=[CH:26]2)[CH2:17][OH:18])=[CH:24][CH:23]=1. Reactant: [NH2:1][C:2]1[C:3]([NH:15][C@H:16]([C:19]2[CH:24]=[CH:23][C:22]([F:25])=[CH:21][CH:20]=2)[CH2:17][OH:18])=[N:4][C:5]([NH:8][C:9]2[CH:13]=[C:12]([CH3:14])[NH:11][N:10]=2)=[CH:6][CH:7]=1.[C:26](O)(=O)C.C(N)=N.C(=O)(O)[O-].[Na+].CCOC(C)=O. (2) Reactant: [OH:1][C:2]1[CH:7]=[C:6]([CH3:8])[C:5]([C:9]2[CH:14]=[CH:13][CH:12]=[C:11]([CH2:15][O:16][C:17]3[CH:22]=[CH:21][C:20]([CH2:23][CH2:24][C:25]([O:27]C)=[O:26])=[CH:19][CH:18]=3)[CH:10]=2)=[C:4]([CH3:29])[CH:3]=1.[OH-].[Na+]. Product: [OH:1][C:2]1[CH:3]=[C:4]([CH3:29])[C:5]([C:9]2[CH:14]=[CH:13][CH:12]=[C:11]([CH2:15][O:16][C:17]3[CH:18]=[CH:19][C:20]([CH2:23][CH2:24][C:25]([OH:27])=[O:26])=[CH:21][CH:22]=3)[CH:10]=2)=[C:6]([CH3:8])[CH:7]=1. The catalyst class is: 111. (3) Reactant: [CH:1]1([O:5][C:6]([NH:8][C@@H:9]2[C:23](=[O:24])[N:22]3[CH2:25][C@H:26]([O:28][C:29]4[CH:34]=[C:33]([C:35]5[CH:40]=[CH:39][CH:38]=[CH:37][N:36]=5)[N:32]=[C:31]5[CH:41]=[CH:42][S:43][C:30]=45)[CH2:27][C@H:21]3[C:20](=[O:44])[NH:19][C@:18]3([C:46]([O:48]C)=[O:47])[CH2:45][C@H:17]3[CH:16]=[CH:15][CH2:14][CH2:13][CH2:12][CH2:11][CH2:10]2)=[O:7])[CH2:4][CH2:3][CH2:2]1.[OH-].[Li+]. Product: [CH:1]1([O:5][C:6]([NH:8][C@@H:9]2[C:23](=[O:24])[N:22]3[CH2:25][C@H:26]([O:28][C:29]4[CH:34]=[C:33]([C:35]5[CH:40]=[CH:39][CH:38]=[CH:37][N:36]=5)[N:32]=[C:31]5[CH:41]=[CH:42][S:43][C:30]=45)[CH2:27][C@H:21]3[C:20](=[O:44])[NH:19][C@:18]3([C:46]([OH:48])=[O:47])[CH2:45][C@H:17]3[CH:16]=[CH:15][CH2:14][CH2:13][CH2:12][CH2:11][CH2:10]2)=[O:7])[CH2:4][CH2:3][CH2:2]1. The catalyst class is: 7. (4) Reactant: [NH2:1][CH2:2][CH:3]([C:9]1[CH:14]=[CH:13][C:12]([CH2:15][O:16][Si:17]([CH:24]([CH3:26])[CH3:25])([CH:21]([CH3:23])[CH3:22])[CH:18]([CH3:20])[CH3:19])=[CH:11][CH:10]=1)[C:4]([O:6][CH2:7][CH3:8])=[O:5].[CH3:27][C:28]([O:31][C:32](O[C:32]([O:31][C:28]([CH3:30])([CH3:29])[CH3:27])=[O:33])=[O:33])([CH3:30])[CH3:29].C(N(CC)CC)C. Product: [C:28]([O:31][C:32]([NH:1][CH2:2][CH:3]([C:9]1[CH:10]=[CH:11][C:12]([CH2:15][O:16][Si:17]([CH:24]([CH3:25])[CH3:26])([CH:18]([CH3:19])[CH3:20])[CH:21]([CH3:23])[CH3:22])=[CH:13][CH:14]=1)[C:4]([O:6][CH2:7][CH3:8])=[O:5])=[O:33])([CH3:30])([CH3:29])[CH3:27]. The catalyst class is: 2. (5) The catalyst class is: 752. Product: [N:41]1[CH:42]=[CH:43][N:44]=[CH:45][C:40]=1[C:2]1[N:3]=[CH:4][C:5]([O:33][CH3:34])=[C:6]2[C:10]=1[NH:9][CH:8]=[C:7]2[C:11](=[O:32])[C:12]([N:14]1[CH2:19][CH2:18][N:17]([C:20]2[C:21](=[O:31])[C:22](=[O:30])[C:23]=2[C:24]2[CH:29]=[CH:28][CH:27]=[CH:26][CH:25]=2)[CH2:16][CH2:15]1)=[O:13]. Reactant: Br[C:2]1[N:3]=[CH:4][C:5]([O:33][CH3:34])=[C:6]2[C:10]=1[NH:9][CH:8]=[C:7]2[C:11](=[O:32])[C:12]([N:14]1[CH2:19][CH2:18][N:17]([C:20]2[C:21](=[O:31])[C:22](=[O:30])[C:23]=2[C:24]2[CH:29]=[CH:28][CH:27]=[CH:26][CH:25]=2)[CH2:16][CH2:15]1)=[O:13].C([Sn](CCCC)(CCCC)[C:40]1[CH:45]=[N:44][CH:43]=[CH:42][N:41]=1)CCC.